From a dataset of NCI-60 drug combinations with 297,098 pairs across 59 cell lines. Regression. Given two drug SMILES strings and cell line genomic features, predict the synergy score measuring deviation from expected non-interaction effect. Drug 1: CN(C)C1=NC(=NC(=N1)N(C)C)N(C)C. Drug 2: CCN(CC)CCCC(C)NC1=C2C=C(C=CC2=NC3=C1C=CC(=C3)Cl)OC. Cell line: COLO 205. Synergy scores: CSS=41.8, Synergy_ZIP=3.88, Synergy_Bliss=-6.87, Synergy_Loewe=-52.4, Synergy_HSA=-12.0.